Dataset: NCI-60 drug combinations with 297,098 pairs across 59 cell lines. Task: Regression. Given two drug SMILES strings and cell line genomic features, predict the synergy score measuring deviation from expected non-interaction effect. Drug 1: CN1CCC(CC1)COC2=C(C=C3C(=C2)N=CN=C3NC4=C(C=C(C=C4)Br)F)OC. Drug 2: C1=C(C(=O)NC(=O)N1)N(CCCl)CCCl. Cell line: SW-620. Synergy scores: CSS=35.3, Synergy_ZIP=4.68, Synergy_Bliss=4.64, Synergy_Loewe=1.63, Synergy_HSA=4.13.